From a dataset of Full USPTO retrosynthesis dataset with 1.9M reactions from patents (1976-2016). Predict the reactants needed to synthesize the given product. (1) Given the product [OH:1][CH2:2][C:3]1[CH:4]=[CH:5][C:6]([C:7]([N:33]2[CH2:38][CH2:37][O:36][CH2:35][CH2:34]2)=[O:9])=[CH:10][CH:11]=1, predict the reactants needed to synthesize it. The reactants are: [OH:1][CH2:2][C:3]1[CH:11]=[CH:10][C:6]([C:7]([OH:9])=O)=[CH:5][CH:4]=1.C(Cl)CCl.CCN(CC)CC.C1C=CC2N(O)N=NC=2C=1.[NH:33]1[CH2:38][CH2:37][O:36][CH2:35][CH2:34]1. (2) Given the product [Br:1][C:2]1[CH:9]=[C:8]([NH:11][C@H:12]([CH2:16][CH:17]2[CH2:22][CH2:21][CH2:20][CH2:19][CH2:18]2)[C:13]([NH2:15])=[O:14])[CH:7]=[CH:6][C:3]=1[C:4]#[N:5], predict the reactants needed to synthesize it. The reactants are: [Br:1][C:2]1[CH:9]=[C:8](F)[CH:7]=[CH:6][C:3]=1[C:4]#[N:5].[NH2:11][C@H:12]([CH2:16][CH:17]1[CH2:22][CH2:21][CH2:20][CH2:19][CH2:18]1)[C:13]([NH2:15])=[O:14].CCN(C(C)C)C(C)C.O.